Dataset: Forward reaction prediction with 1.9M reactions from USPTO patents (1976-2016). Task: Predict the product of the given reaction. Given the reactants [Br:1][C:2]1[CH:7]=[CH:6][C:5]([NH:8][C:9]([NH:11][C:12]2[CH:17]=[CH:16][C:15]([O:18][C:19]3[CH:24]=[C:23](Cl)[N:22]=[CH:21][N:20]=3)=[CH:14][CH:13]=2)=[O:10])=[CH:4][C:3]=1[C:26]([F:29])([F:28])[F:27].[CH3:30][NH2:31], predict the reaction product. The product is: [Br:1][C:2]1[CH:7]=[CH:6][C:5]([NH:8][C:9]([NH:11][C:12]2[CH:17]=[CH:16][C:15]([O:18][C:19]3[CH:24]=[C:23]([NH:31][CH3:30])[N:22]=[CH:21][N:20]=3)=[CH:14][CH:13]=2)=[O:10])=[CH:4][C:3]=1[C:26]([F:29])([F:28])[F:27].